Dataset: Reaction yield outcomes from USPTO patents with 853,638 reactions. Task: Predict the reaction yield, written as a fraction of the theoretical maximum amount of product (1.0 means a 100% yield; for example, 0.34 means a 34% yield). (1) The reactants are [CH3:1][C:2]1[N:6]2[C:7]3[CH:12]=[CH:11][C:10]([Cl:13])=[CH:9][C:8]=3[C:14]([C:17]3[C:22]([F:23])=[CH:21][CH:20]=[CH:19][CH:18]=3)=[N:15][CH2:16][C:5]2=[CH:4][N:3]=1.[C:24]([OH:31])(=[O:30])/[CH:25]=[CH:26]\[C:27]([OH:29])=[O:28]. The catalyst is O.C1COCC1. The product is [CH3:1][C:2]1[N:6]2[C:7]3[CH:12]=[CH:11][C:10]([Cl:13])=[CH:9][C:8]=3[C:14]([C:17]3[CH:18]=[CH:19][CH:20]=[CH:21][C:22]=3[F:23])=[N:15][CH2:16][C:5]2=[CH:4][N:3]=1.[CH:25](/[C:24]([OH:31])=[O:30])=[CH:26]/[C:27]([OH:29])=[O:28]. The yield is 0.856. (2) The reactants are ClC1C=CC2SC=C(CN3CCN(C4SC(C(O)=O)=C(C)N=4)C3=O)C=2C=1.[F:27][C:28]1[CH:49]=[CH:48][C:31]([CH2:32][N:33]2[CH2:37][CH2:36][N:35]([C:38]3[S:39][C:40]([C:44]([OH:46])=O)=[C:41]([CH3:43])[N:42]=3)[C:34]2=[O:47])=[CH:30][CH:29]=1.[N:50]1[CH:55]=[CH:54][CH:53]=[C:52]([CH2:56][NH2:57])[N:51]=1. No catalyst specified. The product is [F:27][C:28]1[CH:29]=[CH:30][C:31]([CH2:32][N:33]2[CH2:37][CH2:36][N:35]([C:38]3[S:39][C:40]([C:44]([NH:57][CH2:56][C:52]4[N:51]=[N:50][CH:55]=[CH:54][CH:53]=4)=[O:46])=[C:41]([CH3:43])[N:42]=3)[C:34]2=[O:47])=[CH:48][CH:49]=1. The yield is 0.520.